This data is from NCI-60 drug combinations with 297,098 pairs across 59 cell lines. The task is: Regression. Given two drug SMILES strings and cell line genomic features, predict the synergy score measuring deviation from expected non-interaction effect. Drug 1: COC1=C(C=C2C(=C1)N=CN=C2NC3=CC(=C(C=C3)F)Cl)OCCCN4CCOCC4. Drug 2: CS(=O)(=O)CCNCC1=CC=C(O1)C2=CC3=C(C=C2)N=CN=C3NC4=CC(=C(C=C4)OCC5=CC(=CC=C5)F)Cl. Cell line: CCRF-CEM. Synergy scores: CSS=11.6, Synergy_ZIP=0.780, Synergy_Bliss=6.78, Synergy_Loewe=3.88, Synergy_HSA=3.62.